From a dataset of Forward reaction prediction with 1.9M reactions from USPTO patents (1976-2016). Predict the product of the given reaction. (1) Given the reactants [S:1]1[C:5]2[CH:6]=[C:7]([N:10]3[CH2:14][CH:13]([C:15]([F:18])([F:17])[F:16])[NH:12][C:11]3=[O:19])[CH:8]=[CH:9][C:4]=2[N:3]=[CH:2]1.I[C:21]1[CH:22]=[N:23][CH:24]=[CH:25][C:26]=1[CH3:27].CC1(C)C2C(=C(P(C3C=CC=CC=3)C3C=CC=CC=3)C=CC=2)OC2C(P(C3C=CC=CC=3)C3C=CC=CC=3)=CC=CC1=2.C(=O)([O-])[O-].[Cs+].[Cs+], predict the reaction product. The product is: [S:1]1[C:5]2[CH:6]=[C:7]([N:10]3[CH2:14][CH:13]([C:15]([F:17])([F:18])[F:16])[N:12]([C:21]4[CH:22]=[N:23][CH:24]=[CH:25][C:26]=4[CH3:27])[C:11]3=[O:19])[CH:8]=[CH:9][C:4]=2[N:3]=[CH:2]1. (2) Given the reactants CO[C:3](=O)[CH2:4][C:5]1[CH:10]=[CH:9][CH:8]=[C:7]([C:11]2[NH:12][C:13]3[C:18]([CH:19]=2)=[CH:17][C:16]([Cl:20])=[CH:15][C:14]=3[NH:21][CH:22]2[CH2:27][CH2:26][O:25][CH2:24][CH2:23]2)[CH:6]=1.[O:29]=[C:30]1[CH2:35][NH:34][CH2:33][CH2:32][NH:31]1, predict the reaction product. The product is: [Cl:20][C:16]1[CH:17]=[C:18]2[C:13](=[C:14]([NH:21][CH:22]3[CH2:27][CH2:26][O:25][CH2:24][CH2:23]3)[CH:15]=1)[NH:12][C:11]([C:7]1[CH:8]=[CH:9][CH:10]=[C:5]([CH2:4][CH2:3][N:34]3[CH2:33][CH2:32][NH:31][C:30](=[O:29])[CH2:35]3)[CH:6]=1)=[CH:19]2. (3) Given the reactants [CH3:1][O:2][C:3]1[CH:4]=[C:5]([CH:32]=[CH:33][CH:34]=1)[C:6]([NH:8][C:9]1[CH:25]=[CH:24][C:12]([O:13][CH2:14][CH2:15][NH:16][C:17](=[O:23])[O:18][C:19](Cl)(Cl)Cl)=[C:11]([C:26]2[N:30]([CH3:31])[N:29]=[CH:28][CH:27]=2)[CH:10]=1)=[O:7].[N+:35]([C:38]1[CH:43]=[CH:42]C(O)=[CH:40][CH:39]=1)([O-:37])=[O:36].[O-2].[Mg+2], predict the reaction product. The product is: [N+:35]([C:38]1[CH:43]=[CH:42][C:19]([O:18][C:17](=[O:23])[NH:16][CH2:15][CH2:14][O:13][C:12]2[CH:24]=[CH:25][C:9]([NH:8][C:6](=[O:7])[C:5]3[CH:32]=[CH:33][CH:34]=[C:3]([O:2][CH3:1])[CH:4]=3)=[CH:10][C:11]=2[C:26]2[N:30]([CH3:31])[N:29]=[CH:28][CH:27]=2)=[CH:40][CH:39]=1)([O-:37])=[O:36]. (4) Given the reactants [NH:1]1[C:10]2[C:5](=[CH:6][CH:7]=[C:8]([NH:11][C:12]([C:14]3[CH:19]=[CH:18][C:17]([C:20]4[CH:25]=[CH:24][CH:23]=[CH:22][CH:21]=4)=[CH:16][CH:15]=3)=[O:13])[CH:9]=2)[CH2:4][CH2:3][CH2:2]1.Br[CH2:27][CH2:28][C:29]([O:31][CH3:32])=[O:30], predict the reaction product. The product is: [CH3:32][O:31][C:29]([CH2:28][CH2:27][N:1]1[C:10]2[C:5](=[CH:6][CH:7]=[C:8]([NH:11][C:12]([C:14]3[CH:19]=[CH:18][C:17]([C:20]4[CH:21]=[CH:22][CH:23]=[CH:24][CH:25]=4)=[CH:16][CH:15]=3)=[O:13])[CH:9]=2)[CH2:4][CH2:3][CH2:2]1)=[O:30]. (5) The product is: [Cl:39][C:36]1[CH:37]=[C:38]2[NH:8][C:9](=[O:40])[C:10]3([CH:15]([C:16]4[CH:21]=[CH:20][CH:19]=[C:18]([Cl:22])[CH:17]=4)[CH2:14][C:13](=[O:23])[N:12]([CH2:24][CH3:25])[CH:11]3[C:26]3[CH:31]=[CH:30][CH:29]=[CH:28][C:27]=3[CH3:32])[C:33]2=[CH:34][CH:35]=1. Given the reactants C(OC([N:8]1[C:38]2[C:33](=[CH:34][CH:35]=[C:36]([Cl:39])[CH:37]=2)[C:10]2([CH:15]([C:16]3[CH:21]=[CH:20][CH:19]=[C:18]([Cl:22])[CH:17]=3)[CH2:14][C:13](=[O:23])[N:12]([CH2:24][CH3:25])[CH:11]2[C:26]2[CH:31]=[CH:30][CH:29]=[CH:28][C:27]=2[CH3:32])[C:9]1=[O:40])=O)(C)(C)C.FC(F)(F)C(O)=O, predict the reaction product. (6) Given the reactants [Cl:1][C:2]1[CH:10]=[C:9]([C:11]([NH:13][CH2:14][C:15]2[CH:20]=[CH:19][CH:18]=[C:17]([Cl:21])[CH:16]=2)=[O:12])[CH:8]=[C:7]2[C:3]=1[CH:4]=[N:5][NH:6]2.Cl[CH2:23][CH2:24][C:25]1[CH:30]=[CH:29][CH:28]=[CH:27][N:26]=1.ClC1C=CC=C2C=1C=NN2, predict the reaction product. The product is: [Cl:1][C:2]1[C:3]2[C:7]([CH:8]=[C:9]([C:11]([NH:13][CH2:14][C:15]3[CH:20]=[CH:19][CH:18]=[C:17]([Cl:21])[CH:16]=3)=[O:12])[CH:10]=1)=[N:6][N:5]([CH2:23][CH2:24][C:25]1[CH:30]=[CH:29][CH:28]=[CH:27][N:26]=1)[CH:4]=2. (7) Given the reactants Br[C:2]1[CH:3]=[C:4]2[C:9](=[CH:10][CH:11]=1)[C:8]([NH:12][CH:13]([CH3:15])[CH3:14])=[N:7][N:6]=[CH:5]2.[CH2:16]([N:18]1[C:22]([NH:23][C:24](=[O:41])[C:25]2[CH:30]=[CH:29][C:28]([CH3:31])=[C:27](B3OC(C)(C)C(C)(C)O3)[CH:26]=2)=[CH:21][CH:20]=[N:19]1)[CH3:17], predict the reaction product. The product is: [CH2:16]([N:18]1[C:22]([NH:23][C:24](=[O:41])[C:25]2[CH:30]=[CH:29][C:28]([CH3:31])=[C:27]([C:2]3[CH:3]=[C:4]4[C:9](=[CH:10][CH:11]=3)[C:8]([NH:12][CH:13]([CH3:15])[CH3:14])=[N:7][N:6]=[CH:5]4)[CH:26]=2)=[CH:21][CH:20]=[N:19]1)[CH3:17]. (8) Given the reactants [BH4-].[Na+].[Br:3][C:4]1[C:9]([SH:10])=[C:8]([CH:11]=[O:12])[CH:7]=[CH:6][CH:5]=1, predict the reaction product. The product is: [Br:3][C:4]1[C:9]([SH:10])=[C:8]([CH:7]=[CH:6][CH:5]=1)[CH2:11][OH:12].